From a dataset of Catalyst prediction with 721,799 reactions and 888 catalyst types from USPTO. Predict which catalyst facilitates the given reaction. (1) Reactant: [CH:1]1([S:4](Cl)(=[O:6])=[O:5])[CH2:3][CH2:2]1.[N:8]#[C:9][NH2:10].[Ca:11]. Product: [Ca:11].[C:9]([NH:10][S:4]([CH:1]1[CH2:3][CH2:2]1)(=[O:6])=[O:5])#[N:8]. The catalyst class is: 6. (2) Reactant: [CH2:1]([NH2:8])[C:2]1[CH:7]=[CH:6][CH:5]=[CH:4][CH:3]=1.F[P-](F)(F)(F)(F)F.N1(O[P+](N2CCCC2)(N2CCCC2)N2CCCC2)C2C=CC=CC=2N=N1.[N:42]1[CH:43]=[CH:44][N:45]2[CH:50]=[C:49]([C:51](O)=[O:52])[CH:48]=[CH:47][C:46]=12.C(N(CC)CC)C. Product: [CH2:1]([NH:8][C:51]([C:49]1[CH:48]=[CH:47][C:46]2[N:45]([CH:44]=[CH:43][N:42]=2)[CH:50]=1)=[O:52])[C:2]1[CH:7]=[CH:6][CH:5]=[CH:4][CH:3]=1. The catalyst class is: 2. (3) Reactant: Cl[C:2]1[N:7]=[CH:6][C:5]([C:8]([N:10]2[CH2:15][CH2:14][N:13]([CH3:16])[CH2:12][CH2:11]2)=[O:9])=[CH:4][CH:3]=1.[NH2:17][C:18]1[C:19](=[O:26])[N:20]([CH3:25])[CH:21]=[C:22]([Br:24])[CH:23]=1.[Na]. Product: [Br:24][C:22]1[CH:23]=[C:18]([NH:17][C:2]2[CH:3]=[CH:4][C:5]([C:8]([N:10]3[CH2:15][CH2:14][N:13]([CH3:16])[CH2:12][CH2:11]3)=[O:9])=[CH:6][N:7]=2)[C:19](=[O:26])[N:20]([CH3:25])[CH:21]=1. The catalyst class is: 9. (4) Reactant: C([O:5][C:6](=[O:26])[NH:7][CH2:8][CH:9]([C:11]1[C:16]([C:17]#[N:18])=[C:15]([Cl:19])[CH:14]=[C:13]([C:20](=[O:22])[CH3:21])[C:12]=1[O:23][CH2:24][CH3:25])O)(C)(C)C.Cl.C(N(CC)C(C)C)(C)C.C1N=CN(C(N2C=NC=C2)=O)C=1. Product: [C:20]([C:13]1[CH:14]=[C:15]([Cl:19])[C:16]([C:17]#[N:18])=[C:11]([CH:9]2[O:26][C:6](=[O:5])[NH:7][CH2:8]2)[C:12]=1[O:23][CH2:24][CH3:25])(=[O:22])[CH3:21]. The catalyst class is: 12. (5) The catalyst class is: 92. Reactant: [O:1]=[C:2]1[CH2:7][CH2:6][CH:5]([C:8]([O:10]CC)=[O:9])[CH2:4][CH2:3]1.[OH-].[Na+]. Product: [O:1]=[C:2]1[CH2:7][CH2:6][CH:5]([C:8]([OH:10])=[O:9])[CH2:4][CH2:3]1. (6) Reactant: [C:1]1([CH2:7][CH2:8][CH2:9][CH:10]([NH:20][C:21]([CH:23]2[CH2:28][CH2:27][CH2:26][CH2:25][N:24]2[C:29]([CH:31]2[CH2:36][CH2:35][N:34](C(OC(C)(C)C)=O)[CH2:33][CH2:32]2)=[O:30])=[O:22])[CH2:11][CH2:12][CH2:13][C:14]2[CH:19]=[CH:18][CH:17]=[CH:16][CH:15]=2)[CH:6]=[CH:5][CH:4]=[CH:3][CH:2]=1.FC(F)(F)C(O)=O. Product: [C:1]1([CH2:7][CH2:8][CH2:9][CH:10]([NH:20][C:21]([CH:23]2[CH2:28][CH2:27][CH2:26][CH2:25][N:24]2[C:29]([CH:31]2[CH2:36][CH2:35][NH:34][CH2:33][CH2:32]2)=[O:30])=[O:22])[CH2:11][CH2:12][CH2:13][C:14]2[CH:15]=[CH:16][CH:17]=[CH:18][CH:19]=2)[CH:6]=[CH:5][CH:4]=[CH:3][CH:2]=1. The catalyst class is: 2. (7) Product: [OH:5][P:3]([CH2:7][CH:8]=[CH:9][CH2:10][CH:11]([CH2:15][C:16]([CH3:33])=[CH:17][CH2:18][C:19]1[C:20]([OH:32])=[C:21]2[C:25](=[C:26]([CH3:30])[C:27]=1[O:28][CH3:29])[CH2:24][O:23][C:22]2=[O:31])[C:12]([OH:14])=[O:13])([OH:4])=[O:2]. The catalyst class is: 10. Reactant: C[O:2][P:3]([CH2:7][CH:8]=[CH:9][CH2:10][CH:11]([CH2:15][C:16]([CH3:33])=[CH:17][CH2:18][C:19]1[C:20]([OH:32])=[C:21]2[C:25](=[C:26]([CH3:30])[C:27]=1[O:28][CH3:29])[CH2:24][O:23][C:22]2=[O:31])[C:12]([OH:14])=[O:13])([O:5]C)=[O:4].N1C(C)=CC=CC=1C.C[Si](Br)(C)C. (8) Reactant: [Cl:1][C:2]1[CH:3]=[C:4]2[C:8](=[CH:9][CH:10]=1)[NH:7][CH:6]=[C:5]2[CH2:11][CH2:12][NH:13][C:14](=[O:22])[C:15]1[CH:20]=[CH:19][CH:18]=[CH:17][C:16]=1I.[F:23][C:24]1[CH:25]=[C:26](B(O)O)[CH:27]=[CH:28][CH:29]=1.C(=O)([O-])[O-].[Na+].[Na+]. Product: [Cl:1][C:2]1[CH:3]=[C:4]2[C:8](=[CH:9][CH:10]=1)[NH:7][CH:6]=[C:5]2[CH2:11][CH2:12][NH:13][C:14]([C:15]1[C:16]([C:28]2[CH:27]=[CH:26][CH:25]=[C:24]([F:23])[CH:29]=2)=[CH:17][CH:18]=[CH:19][CH:20]=1)=[O:22]. The catalyst class is: 437. (9) Reactant: [H-].[Na+].[CH2:3]([N:10]1[CH2:14][CH2:13][C:12]([CH2:16][C:17]2[CH:22]=[C:21]([Cl:23])[CH:20]=[CH:19][C:18]=2F)([OH:15])[CH2:11]1)[C:4]1[CH:9]=[CH:8][CH:7]=[CH:6][CH:5]=1.CN(C)C=O.O. Product: [CH2:3]([N:10]1[CH2:14][CH2:13][C:12]2([CH2:16][C:17]3[CH:22]=[C:21]([Cl:23])[CH:20]=[CH:19][C:18]=3[O:15]2)[CH2:11]1)[C:4]1[CH:9]=[CH:8][CH:7]=[CH:6][CH:5]=1. The catalyst class is: 11.